This data is from Full USPTO retrosynthesis dataset with 1.9M reactions from patents (1976-2016). The task is: Predict the reactants needed to synthesize the given product. (1) The reactants are: Cl.[CH2:2]([O:6][P:7]([O-:13])[O:8][CH2:9][CH2:10][CH2:11][CH3:12])[CH2:3][CH2:4][CH3:5].[CH2:14]([C:18]([CH3:20])=[O:19])[CH:15]([CH3:17])[CH3:16]. Given the product [CH2:9]([O:8][P:7]([C:18]([OH:19])([CH3:20])[CH2:14][CH:15]([CH3:17])[CH3:16])(=[O:13])[O:6][CH2:2][CH2:3][CH2:4][CH3:5])[CH2:10][CH2:11][CH3:12], predict the reactants needed to synthesize it. (2) Given the product [OH:31][CH2:30][CH:29]([C:27]1[N:28]=[C:23]([NH:1][C:2]2[S:3][C:4]([C:10]3[CH:11]=[N:12][C:13]([N:16]4[CH2:21][CH2:20][CH2:19][CH2:18][CH2:17]4)=[CH:14][CH:15]=3)=[CH:5][C:6]=2[C:7]([NH2:9])=[O:8])[CH:24]=[CH:25][CH:26]=1)[N:32]1[CH2:37][CH2:36][O:35][CH2:34][CH2:33]1, predict the reactants needed to synthesize it. The reactants are: [NH2:1][C:2]1[S:3][C:4]([C:10]2[CH:11]=[N:12][C:13]([N:16]3[CH2:21][CH2:20][CH2:19][CH2:18][CH2:17]3)=[CH:14][CH:15]=2)=[CH:5][C:6]=1[C:7]([NH2:9])=[O:8].Br[C:23]1[N:28]=[C:27]([CH:29]([N:32]2[CH2:37][CH2:36][O:35][CH2:34][CH2:33]2)[CH2:30][OH:31])[CH:26]=[CH:25][CH:24]=1. (3) Given the product [CH:26]1([NH:31][C:12](=[O:14])[C:11]2[CH:15]=[CH:16][C:8]([C:4]3[CH:5]=[CH:6][CH:7]=[C:2]([F:1])[CH:3]=3)=[N:9][CH:10]=2)[CH2:27][CH2:28][CH2:29][CH2:30]1, predict the reactants needed to synthesize it. The reactants are: [F:1][C:2]1[CH:3]=[C:4]([C:8]2[CH:16]=[CH:15][C:11]([C:12]([OH:14])=O)=[CH:10][N:9]=2)[CH:5]=[CH:6][CH:7]=1.CN(C(ON1N=N[C:27]2[CH:28]=[CH:29][CH:30]=[N:31][C:26]1=2)=[N+](C)C)C.F[P-](F)(F)(F)(F)F.C(N(CC)CC)C.C1(N)CCCC1. (4) The reactants are: [F:1][CH2:2][CH2:3][O:4][C:5]1[CH:10]=[CH:9][CH:8]=[CH:7][C:6]=1[C:11]1[N:20]=[C:14]2[CH:15]=[C:16]([NH2:19])[CH:17]=[CH:18][N:13]2[N:12]=1.[CH3:21][N:22]1[C:26]([C:27](O)=[O:28])=[C:25]([C:30]([N:32]2[CH2:37][CH2:36][O:35][CH2:34][CH2:33]2)=[O:31])[CH:24]=[N:23]1. Given the product [F:1][CH2:2][CH2:3][O:4][C:5]1[CH:10]=[CH:9][CH:8]=[CH:7][C:6]=1[C:11]1[N:20]=[C:14]2[CH:15]=[C:16]([NH:19][C:27]([C:26]3[N:22]([CH3:21])[N:23]=[CH:24][C:25]=3[C:30]([N:32]3[CH2:33][CH2:34][O:35][CH2:36][CH2:37]3)=[O:31])=[O:28])[CH:17]=[CH:18][N:13]2[N:12]=1, predict the reactants needed to synthesize it. (5) Given the product [C:13]([O:12][C:10]([N:7]1[CH2:8][CH2:9][N:4]([CH2:3][CH2:2][O:1][C:17](=[O:23])[CH2:18][CH2:19][C:20]([OH:22])=[O:21])[CH2:5][CH2:6]1)=[O:11])([CH3:16])([CH3:15])[CH3:14], predict the reactants needed to synthesize it. The reactants are: [OH:1][CH2:2][CH2:3][N:4]1[CH2:9][CH2:8][N:7]([C:10]([O:12][C:13]([CH3:16])([CH3:15])[CH3:14])=[O:11])[CH2:6][CH2:5]1.[C:17]1(=[O:23])[O:22][C:20](=[O:21])[CH2:19][CH2:18]1. (6) Given the product [CH3:6][C:7]1[CH:8]=[CH:9][C:10]([S:13]([O:16][CH2:17][CH:18]2[O:23][C:22]3[C:24]([C:32]([CH3:34])=[CH2:33])=[C:25]([NH:28][C:2]([O:4][CH3:5])=[O:3])[CH:26]=[CH:27][C:21]=3[O:20][CH2:19]2)(=[O:14])=[O:15])=[CH:11][CH:12]=1, predict the reactants needed to synthesize it. The reactants are: Cl[C:2]([O:4][CH3:5])=[O:3].[CH3:6][C:7]1[CH:12]=[CH:11][C:10]([S:13]([O:16][CH2:17][C@@H:18]2[O:23][C:22]3[C:24](C=CC)=[C:25]([NH2:28])[CH:26]=[CH:27][C:21]=3[O:20][CH2:19]2)(=[O:15])=[O:14])=[CH:9][CH:8]=1.[CH:32](N(CC)C(C)C)([CH3:34])[CH3:33]. (7) Given the product [NH:22]([C:2]1[N:7]=[CH:6][C:5]([O:8][C:9]2[CH:14]=[CH:13][N:12]=[C:11]([C:15]3[CH:16]=[N:17][N:18]([CH3:20])[CH:19]=3)[CH:10]=2)=[CH:4][CH:3]=1)[NH2:23], predict the reactants needed to synthesize it. The reactants are: F[C:2]1[N:7]=[CH:6][C:5]([O:8][C:9]2[CH:14]=[CH:13][N:12]=[C:11]([C:15]3[CH:16]=[N:17][N:18]([CH3:20])[CH:19]=3)[CH:10]=2)=[CH:4][CH:3]=1.O.[NH2:22][NH2:23]. (8) Given the product [ClH:15].[Cl:16][C:13]1[NH:3][C:4](=[O:12])[C:5]2[CH:11]=[CH:10][N:9]=[CH:8][C:6]=2[N:7]=1, predict the reactants needed to synthesize it. The reactants are: SC1[N:3]=[C:4]([OH:12])[C:5]2[CH:11]=[CH:10][N:9]=[CH:8][C:6]=2[N:7]=1.[C:13]([Cl:16])([Cl:15])=S. (9) The reactants are: [CH2:1]([O:8][C@H:9]1[C@H:14]([O:15][CH2:16][C:17]2[CH:22]=[CH:21][CH:20]=[CH:19][CH:18]=2)[C@H:13]([O:23][CH2:24][C:25]2[CH:30]=[CH:29][CH:28]=[CH:27][CH:26]=2)[C@@H:12]([O:31][CH2:32][C:33]2[CH:38]=[CH:37][CH:36]=[CH:35][CH:34]=2)[O:11][C@@H:10]1[C@H:39]([O:41]C(=O)C1C=CC([N+]([O-])=O)=CC=1)[CH3:40])[C:2]1[CH:7]=[CH:6][CH:5]=[CH:4][CH:3]=1.C1COCC1.O.[OH-].[Na+]. Given the product [CH2:1]([O:8][C@H:9]1[C@H:14]([O:15][CH2:16][C:17]2[CH:22]=[CH:21][CH:20]=[CH:19][CH:18]=2)[C@H:13]([O:23][CH2:24][C:25]2[CH:26]=[CH:27][CH:28]=[CH:29][CH:30]=2)[C@@H:12]([O:31][CH2:32][C:33]2[CH:34]=[CH:35][CH:36]=[CH:37][CH:38]=2)[O:11][C@@H:10]1[C@H:39]([OH:41])[CH3:40])[C:2]1[CH:7]=[CH:6][CH:5]=[CH:4][CH:3]=1, predict the reactants needed to synthesize it.